Dataset: Full USPTO retrosynthesis dataset with 1.9M reactions from patents (1976-2016). Task: Predict the reactants needed to synthesize the given product. (1) Given the product [Cl:34][C:29]1[CH:30]=[CH:31][CH:32]=[CH:33][C:28]=1[N:27]1[C:6](/[CH:7]=[CH:8]/[C:3]2[O:10][C:9]([C:7]3[CH:6]=[CH:5][N:4]=[C:3]([O:2][CH3:1])[CH:8]=3)=[N:11][N:4]=2)=[N:24][N:25]=[C:26]1[C:35]1[CH:40]=[CH:39][N:38]=[CH:37][N:36]=1, predict the reactants needed to synthesize it. The reactants are: [CH3:1][O:2][C:3]1[CH:8]=[C:7]([C:9]([NH:11]C(=O)/C=C\C(O)=O)=[O:10])[CH:6]=[CH:5][N:4]=1.O=P(Cl)(Cl)Cl.[NH2:24][NH:25][C:26]([C:35]1[CH:40]=[CH:39][N:38]=[CH:37][N:36]=1)=[N:27][C:28]1[CH:33]=[CH:32][CH:31]=[CH:30][C:29]=1[Cl:34]. (2) Given the product [ClH:12].[Cl:12][C:11]1[CH:7]=[C:3]([C:4]([NH2:6])=[O:5])[C:1](=[NH:2])[N:26]([CH:24]([C:18]2[CH:19]=[C:20]([F:23])[CH:21]=[CH:22][C:17]=2[F:16])[CH3:25])[CH:10]=1, predict the reactants needed to synthesize it. The reactants are: [C:1]([CH:3]([CH:7]1[C:11]([Cl:12])=[C:10](Cl)C(=O)O1)[C:4]([NH2:6])=[O:5])#[N:2].Cl.[F:16][C:17]1[CH:22]=[CH:21][C:20]([F:23])=[CH:19][C:18]=1[CH:24]([NH2:26])[CH3:25]. (3) Given the product [C:2]([O:12][CH2:2][CH3:3])(=[O:12])[CH2:3][CH2:4][CH2:5][CH2:6]/[CH:7]=[CH:8]\[CH2:9][CH2:10][CH2:11][CH2:4][CH2:5][CH2:6][CH2:7][CH2:8][CH3:9], predict the reactants needed to synthesize it. The reactants are: [PH4+].[CH:2](=[O:12])[CH2:3][CH2:4][CH2:5][CH2:6][CH2:7][CH2:8][CH2:9][CH2:10][CH3:11]. (4) Given the product [Cl:1][C:2]1[NH:3][C:4]([I:8])=[C:5]([N+:16]([O-:18])=[O:17])[N:6]=1, predict the reactants needed to synthesize it. The reactants are: [Cl:1][C:2]1[NH:3][C:4]([I:8])=[C:5](I)[N:6]=1.S(=O)(=O)(O)O.O.N.[N+:16]([O-])([OH:18])=[O:17]. (5) Given the product [ClH:36].[Cl:36][C:35]1[N:34]([CH3:37])[N:33]=[CH:32][C:31]=1[CH2:29][N:23]1[CH2:22][CH2:21][N:20]([C:15]2[C:14]([C:11]3[CH:12]=[CH:13][C:8]([F:7])=[CH:9][CH:10]=3)=[N:19][CH:18]=[CH:17][N:16]=2)[CH2:25][CH2:24]1, predict the reactants needed to synthesize it. The reactants are: [H-].[Al+3].[Li+].[H-].[H-].[H-].[F:7][C:8]1[CH:13]=[CH:12][C:11]([C:14]2[C:15]([N:20]3[CH2:25][CH2:24][NH:23][CH2:22][CH2:21]3)=[N:16][CH:17]=[CH:18][N:19]=2)=[CH:10][CH:9]=1.C(O[C:29]([C:31]1[CH:32]=[N:33][N:34]([CH3:37])[C:35]=1[Cl:36])=O)C.Cl. (6) Given the product [NH2:44][C:42]1[S:43][C:26]2[C:25]([NH:1][C@H:2]3[C@H:6]([OH:7])[CH2:5][N:4]([C:8]([O:10][C:11]([CH3:14])([CH3:13])[CH3:12])=[O:9])[CH2:3]3)=[N:30][C:29]([S:31][CH2:32][C:33]3[CH:38]=[CH:37][CH:36]=[C:35]([F:39])[C:34]=3[F:40])=[N:28][C:27]=2[N:41]=1, predict the reactants needed to synthesize it. The reactants are: [NH2:1][C@H:2]1[C@H:6]([OH:7])[CH2:5][N:4]([C:8]([O:10][C:11]([CH3:14])([CH3:13])[CH3:12])=[O:9])[CH2:3]1.C(N(C(C)C)CC)(C)C.Cl[C:25]1[C:26]2[S:43][C:42]([NH2:44])=[N:41][C:27]=2[N:28]=[C:29]([S:31][CH2:32][C:33]2[CH:38]=[CH:37][CH:36]=[C:35]([F:39])[C:34]=2[F:40])[N:30]=1. (7) Given the product [CH3:9][O:8][C:5]1[CH:6]=[CH:7][C:2]([CH2:1][NH:18][CH2:17][C:16]2[CH:19]=[CH:20][C:13]([O:12][CH3:11])=[CH:14][CH:15]=2)=[CH:3][CH:4]=1, predict the reactants needed to synthesize it. The reactants are: [CH:1](=O)[C:2]1[CH:7]=[CH:6][C:5]([O:8][CH3:9])=[CH:4][CH:3]=1.[CH3:11][O:12][C:13]1[CH:20]=[CH:19][C:16]([CH2:17][NH2:18])=[CH:15][CH:14]=1.[BH4-].[Na+].